From a dataset of Reaction yield outcomes from USPTO patents with 853,638 reactions. Predict the reaction yield, written as a fraction of the theoretical maximum amount of product (1.0 means a 100% yield; for example, 0.34 means a 34% yield). (1) The reactants are [NH2:1][C:2]1[CH:3]=[C:4]([CH2:22][NH2:23])[C:5]([S:8]([NH:11][C:12]2[CH:13]=[CH:14][C:15]3[CH2:19][O:18][B:17]([OH:20])[C:16]=3[CH:21]=2)(=[O:10])=[O:9])=[N:6][CH:7]=1.[CH3:24][C:25]([O:28][C:29](O[C:29]([O:28][C:25]([CH3:27])([CH3:26])[CH3:24])=[O:30])=[O:30])([CH3:27])[CH3:26].C(=O)([O-])[O-].[K+].[K+].Cl. The catalyst is CO.O. The product is [NH2:1][C:2]1[CH:3]=[C:4]([CH2:22][NH:23][C:29](=[O:30])[O:28][C:25]([CH3:27])([CH3:26])[CH3:24])[C:5]([S:8](=[O:9])(=[O:10])[NH:11][C:12]2[CH:13]=[CH:14][C:15]3[CH2:19][O:18][B:17]([OH:20])[C:16]=3[CH:21]=2)=[N:6][CH:7]=1. The yield is 0.750. (2) The reactants are O=C1C2C(=CC=CC=2)C(=O)[N:3]1[O:12][CH2:13][C@@H:14]([NH:16][C:17](=[O:23])[O:18][C:19]([CH3:22])([CH3:21])[CH3:20])[CH3:15].O.NN. The catalyst is C(O)C.C(Cl)Cl. The product is [NH2:3][O:12][CH2:13][C@@H:14]([NH:16][C:17](=[O:23])[O:18][C:19]([CH3:22])([CH3:21])[CH3:20])[CH3:15]. The yield is 0.770. (3) The product is [Cl:27][C:28]1[C:33]([F:34])=[CH:32][C:31]([C:2]2[C:11]3[C:6](=[CH:7][C:8]([S:12]([O:15][C:16]4[C:17]([F:26])=[C:18]([F:25])[C:19]([F:24])=[C:20]([F:23])[C:21]=4[F:22])(=[O:13])=[O:14])=[CH:9][CH:10]=3)[CH:5]=[CH:4][N:3]=2)=[C:30]([O:38][CH3:39])[CH:29]=1. The reactants are Cl[C:2]1[C:11]2[C:6](=[CH:7][C:8]([S:12]([O:15][C:16]3[C:21]([F:22])=[C:20]([F:23])[C:19]([F:24])=[C:18]([F:25])[C:17]=3[F:26])(=[O:14])=[O:13])=[CH:9][CH:10]=2)[CH:5]=[CH:4][N:3]=1.[Cl:27][C:28]1[C:33]([F:34])=[CH:32][C:31](B(O)O)=[C:30]([O:38][CH3:39])[CH:29]=1.C(=O)([O-])[O-].[K+].[K+]. The catalyst is C1C=CC([P]([Pd]([P](C2C=CC=CC=2)(C2C=CC=CC=2)C2C=CC=CC=2)([P](C2C=CC=CC=2)(C2C=CC=CC=2)C2C=CC=CC=2)[P](C2C=CC=CC=2)(C2C=CC=CC=2)C2C=CC=CC=2)(C2C=CC=CC=2)C2C=CC=CC=2)=CC=1. The yield is 0.850. (4) The reactants are F[B-](F)(F)F.C(OCC=C)(=O)C.C([SiH](CC)CC)C.[CH2:20]([Si:23]([CH2:28][CH3:29])([CH2:26][CH3:27])[CH2:24][CH3:25])[CH:21]=C. The yield is 0.0500. The product is [CH2:20]([Si:23]([CH2:28][CH3:29])([CH2:26][CH3:27])[CH2:24][CH3:25])[CH3:21]. The catalyst is C1(C)C=CC=CC=1. (5) The reactants are [Br:1][C:2]1[C:3]([CH3:9])=[C:4]([NH2:8])[CH:5]=[N:6][CH:7]=1.O1CCCC1.C[Mg]Br.[O:18]1[CH2:23][CH2:22][CH:21]([C:24](OC)=[O:25])[CH2:20][CH2:19]1. The catalyst is C1(C)C=CC=CC=1.ClCCl. The product is [Br:1][C:2]1[C:3]([CH3:9])=[C:4]([NH:8][C:24]([CH:21]2[CH2:22][CH2:23][O:18][CH2:19][CH2:20]2)=[O:25])[CH:5]=[N:6][CH:7]=1. The yield is 0.260.